From a dataset of TCR-epitope binding with 47,182 pairs between 192 epitopes and 23,139 TCRs. Binary Classification. Given a T-cell receptor sequence (or CDR3 region) and an epitope sequence, predict whether binding occurs between them. (1) The epitope is RLRAEAQVK. The TCR CDR3 sequence is CASSLMRGGTYNSPLHF. Result: 1 (the TCR binds to the epitope). (2) The epitope is ELAGIGILTV. The TCR CDR3 sequence is CASRSGDTGWGEQYF. Result: 0 (the TCR does not bind to the epitope).